From a dataset of Forward reaction prediction with 1.9M reactions from USPTO patents (1976-2016). Predict the product of the given reaction. (1) The product is: [OH:25][C:24](=[C:6]1[C:7](=[O:8])[O:9][C:2]([CH3:10])([CH3:1])[O:3][C:4]1=[O:5])[CH2:23][C:17]1[CH:22]=[CH:21][CH:20]=[CH:19][CH:18]=1. Given the reactants [CH3:1][C:2]1([CH3:10])[O:9][C:7](=[O:8])[CH2:6][C:4](=[O:5])[O:3]1.N1C=CC=CC=1.[C:17]1([CH2:23][C:24](Cl)=[O:25])[CH:22]=[CH:21][CH:20]=[CH:19][CH:18]=1.Cl, predict the reaction product. (2) Given the reactants [C-:1]#[N:2].[K+].Br[CH2:5][C:6]1[CH:7]=[C:8]([CH:13]=[CH:14][CH:15]=1)[C:9]([O:11][CH3:12])=[O:10], predict the reaction product. The product is: [C:1]([CH2:5][C:6]1[CH:7]=[C:8]([CH:13]=[CH:14][CH:15]=1)[C:9]([O:11][CH3:12])=[O:10])#[N:2]. (3) Given the reactants [CH:1]([N:3]1[CH2:12][CH2:11][C:6]2([O:10][CH2:9][CH2:8][O:7]2)[CH2:5][CH:4]1[C:13]([O:15]C)=[O:14])=[O:2].[OH-].[K+].Cl, predict the reaction product. The product is: [CH:1]([N:3]1[CH2:12][CH2:11][C:6]2([O:7][CH2:8][CH2:9][O:10]2)[CH2:5][CH:4]1[C:13]([OH:15])=[O:14])=[O:2]. (4) Given the reactants [C:1]1([CH2:7][OH:8])[CH:6]=[CH:5][CH:4]=[CH:3][CH:2]=1.[CH3:9][C:10]1[C:14]([C:15]2[NH:19][C:18]3[CH:20]=[C:21]([CH2:24][C:25](Cl)=[O:26])[CH:22]=[CH:23][C:17]=3[N:16]=2)=[C:13]([CH3:28])[O:12][N:11]=1, predict the reaction product. The product is: [CH3:9][C:10]1[C:14]([C:15]2[NH:19][C:18]3[CH:20]=[C:21]([CH2:24][C:25]([O:8][CH2:7][C:1]4[CH:6]=[CH:5][CH:4]=[CH:3][CH:2]=4)=[O:26])[CH:22]=[CH:23][C:17]=3[N:16]=2)=[C:13]([CH3:28])[O:12][N:11]=1. (5) Given the reactants Br.Br[C:3]1[CH:8]=[CH:7][C:6]([C:9]2[N:10]=[C:11]([NH2:14])[S:12][CH:13]=2)=[CH:5][CH:4]=1.[CH3:15][C:16]1[CH:21]=[CH:20][C:19]([NH:22][C:23]([C:25]2[CH:30]=[CH:29][N:28]=[C:27]([N:31]3[CH2:35][CH2:34][CH2:33][CH2:32]3)[CH:26]=2)=[O:24])=[CH:18][C:17]=1B1OC(C)(C)C(C)(C)O1, predict the reaction product. The product is: [NH2:14][C:11]1[S:12][CH:13]=[C:9]([C:6]2[CH:7]=[CH:8][C:3]([C:17]3[C:16]([CH3:15])=[CH:21][CH:20]=[C:19]([NH:22][C:23]([C:25]4[CH:30]=[CH:29][N:28]=[C:27]([N:31]5[CH2:32][CH2:33][CH2:34][CH2:35]5)[CH:26]=4)=[O:24])[CH:18]=3)=[CH:4][CH:5]=2)[N:10]=1.